From a dataset of Forward reaction prediction with 1.9M reactions from USPTO patents (1976-2016). Predict the product of the given reaction. Given the reactants [C:1]1([NH:11][C:12](=O)[CH2:13][C:14]2[CH:19]=[CH:18][CH:17]=[C:16]([O:20][CH2:21][C:22]3[CH:27]=[CH:26][CH:25]=[CH:24][CH:23]=3)[CH:15]=2)[C:10]2[C:5](=[CH:6][CH:7]=[CH:8][CH:9]=2)[CH:4]=[CH:3][CH:2]=1, predict the reaction product. The product is: [C:1]1([NH:11][CH2:12][CH2:13][C:14]2[CH:19]=[CH:18][CH:17]=[C:16]([O:20][CH2:21][C:22]3[CH:27]=[CH:26][CH:25]=[CH:24][CH:23]=3)[CH:15]=2)[C:10]2[C:5](=[CH:6][CH:7]=[CH:8][CH:9]=2)[CH:4]=[CH:3][CH:2]=1.